From a dataset of Peptide-MHC class II binding affinity with 134,281 pairs from IEDB. Regression. Given a peptide amino acid sequence and an MHC pseudo amino acid sequence, predict their binding affinity value. This is MHC class II binding data. (1) The MHC is DRB1_1101 with pseudo-sequence DRB1_1101. The binding affinity (normalized) is 0.750. The peptide sequence is YPMEIRPRKTHESHL. (2) The peptide sequence is QLQQFQKEDAALTIY. The MHC is DRB1_0405 with pseudo-sequence DRB1_0405. The binding affinity (normalized) is 0.351. (3) The peptide sequence is VRVDMVRHRIKEHML. The MHC is DRB3_0301 with pseudo-sequence DRB3_0301. The binding affinity (normalized) is 0.446. (4) The peptide sequence is FRHLAREKNPRLCTK. The MHC is DRB3_0301 with pseudo-sequence DRB3_0301. The binding affinity (normalized) is 0.456. (5) The peptide sequence is VVAVDIKEKGKDKWI. The MHC is HLA-DQA10101-DQB10501 with pseudo-sequence HLA-DQA10101-DQB10501. The binding affinity (normalized) is 0.0221. (6) The peptide sequence is DVPYLTKRQDKLCGS. The MHC is DRB3_0101 with pseudo-sequence DRB3_0101. The binding affinity (normalized) is 0.201.